From a dataset of Forward reaction prediction with 1.9M reactions from USPTO patents (1976-2016). Predict the product of the given reaction. (1) Given the reactants C(OC([N:8]1[CH2:13][CH:12]=[C:11]([C:14]2[CH:19]=[CH:18][CH:17]=[CH:16][C:15]=2[CH:20]2[CH2:25][C:24]([CH3:27])([CH3:26])[CH2:23][C:22]([CH3:29])([CH3:28])[CH2:21]2)[CH2:10][CH2:9]1)=O)(C)(C)C.FC(F)(F)C(O)=O, predict the reaction product. The product is: [CH3:26][C:24]1([CH3:27])[CH2:23][C:22]([CH3:28])([CH3:29])[CH2:21][CH:20]([C:15]2[CH:16]=[CH:17][CH:18]=[CH:19][C:14]=2[C:11]2[CH2:12][CH2:13][NH:8][CH2:9][CH:10]=2)[CH2:25]1. (2) Given the reactants [CH3:1][O:2][C:3]1[CH:4]=[C:5]([C:11]2[C:15]([C:17]3[CH:22]=[CH:21][CH:20]=[CH:19][C:18]=3[F:23])(O)[O:14][C:13](=O)[C:12]=2[C:25]2[C:30]([F:31])=[CH:29][C:28]([F:32])=[CH:27][C:26]=2[F:33])[CH:6]=[C:7]([O:9][CH3:10])[CH:8]=1.O.[NH2:35][NH2:36], predict the reaction product. The product is: [CH3:1][O:2][C:3]1[CH:4]=[C:5]([C:11]2[C:15]([C:17]3[CH:22]=[CH:21][CH:20]=[CH:19][C:18]=3[F:23])=[N:36][NH:35][C:13](=[O:14])[C:12]=2[C:25]2[C:30]([F:31])=[CH:29][C:28]([F:32])=[CH:27][C:26]=2[F:33])[CH:6]=[C:7]([O:9][CH3:10])[CH:8]=1. (3) Given the reactants Br[C:2]1[S:3][C:4]2[C:10]([C:11]3[CH:16]=[CH:15][C:14]([Cl:17])=[CH:13][CH:12]=3)=[C:9]([C@H:18]([O:24][C:25]([CH3:28])([CH3:27])[CH3:26])[C:19]([O:21]CC)=[O:20])[C:8]([CH3:29])=[CH:7][C:5]=2[N:6]=1.C([O-])([O-])=O.[K+].[K+].[CH3:36][N:37]1[C:45]2[C:40](=[CH:41][CH:42]=[C:43](B3OC(C)(C)C(C)(C)O3)[CH:44]=2)[C:39]([N:55]2[CH2:60][CH2:59][N:58]([CH3:61])[CH2:57][CH2:56]2)=[N:38]1.[OH-].[Na+], predict the reaction product. The product is: [C:25]([O:24][C@@H:18]([C:9]1[C:8]([CH3:29])=[CH:7][C:5]2[N:6]=[C:2]([C:43]3[CH:44]=[C:45]4[C:40]([C:39]([N:55]5[CH2:60][CH2:59][N:58]([CH3:61])[CH2:57][CH2:56]5)=[N:38][N:37]4[CH3:36])=[CH:41][CH:42]=3)[S:3][C:4]=2[C:10]=1[C:11]1[CH:16]=[CH:15][C:14]([Cl:17])=[CH:13][CH:12]=1)[C:19]([OH:21])=[O:20])([CH3:28])([CH3:26])[CH3:27]. (4) The product is: [Cl:1][C:2]1[CH:7]=[C:6]([NH:8][CH:9]2[CH2:10][CH2:11][N:12]([CH:15]3[CH2:20][CH2:19][O:18][CH2:17][CH2:16]3)[CH2:13][CH2:14]2)[C:5]([NH2:21])=[CH:4][C:3]=1[C:24]([F:26])([F:25])[F:27]. Given the reactants [Cl:1][C:2]1[C:3]([C:24]([F:27])([F:26])[F:25])=[CH:4][C:5]([N+:21]([O-])=O)=[C:6]([NH:8][CH:9]2[CH2:14][CH2:13][N:12]([CH:15]3[CH2:20][CH2:19][O:18][CH2:17][CH2:16]3)[CH2:11][CH2:10]2)[CH:7]=1.O.NN, predict the reaction product.